Dataset: Reaction yield outcomes from USPTO patents with 853,638 reactions. Task: Predict the reaction yield, written as a fraction of the theoretical maximum amount of product (1.0 means a 100% yield; for example, 0.34 means a 34% yield). (1) The reactants are [Cl:1][C:2]1[CH:3]=[C:4]2[C:9](=[CH:10][CH:11]=1)[NH:8][C:7](=[O:12])[C:6]([C@@H:13]([NH:15][C:16]1[N:21]=[C:20]([O:22]C)[C:19]([C:24]#[N:25])=[CH:18][N:17]=1)[CH3:14])=[CH:5]2.[I-].[Na+].C[Si](Cl)(C)C. The catalyst is CC#N.CO.C(Cl)Cl.CCO.O. The product is [Cl:1][C:2]1[CH:3]=[C:4]2[C:9](=[CH:10][CH:11]=1)[NH:8][C:7](=[O:12])[C:6]([C@@H:13]([NH:15][C:16]1[NH:21][C:20](=[O:22])[C:19]([C:24]#[N:25])=[CH:18][N:17]=1)[CH3:14])=[CH:5]2. The yield is 0.645. (2) The reactants are [O:1]1[C:6]2[CH:7]=[CH:8][C:9]([C:11]3[C:16](F)=[CH:15][CH:14]=[C:13]([C:18]([F:21])([F:20])[F:19])[C:12]=3[C:22](=[O:26])[C:23]([OH:25])=[O:24])=[CH:10][C:5]=2[CH2:4][CH2:3][CH2:2]1.[N+:27]([C:30]1[CH:34]=[CH:33][NH:32][N:31]=1)([O-:29])=[O:28].[H-].[Na+].Cl.[CH3:38][Si](C=[N+]=[N-])(C)C.C(OCC)C. The catalyst is CC(N(C)C)=O.O.C(O)(=O)C.C1CCCCC1. The product is [O:1]1[C:6]2[CH:7]=[CH:8][C:9]([C:11]3[C:16]([N:32]4[CH:33]=[CH:34][C:30]([N+:27]([O-:29])=[O:28])=[N:31]4)=[CH:15][CH:14]=[C:13]([C:18]([F:20])([F:19])[F:21])[C:12]=3[C:22](=[O:26])[C:23]([O:25][CH3:38])=[O:24])=[CH:10][C:5]=2[CH2:4][CH2:3][CH2:2]1. The yield is 0.530.